Dataset: Forward reaction prediction with 1.9M reactions from USPTO patents (1976-2016). Task: Predict the product of the given reaction. Given the reactants [CH2:1]([O:3][C:4](=[O:19])[C:5]1[CH:10]=[C:9]([O:11][C:12]([F:15])([F:14])[F:13])[C:8](Br)=[C:7]([F:17])[C:6]=1[NH2:18])[CH3:2].[C:20]([O:24][C:25]([N:27]1[CH2:32][CH2:31][N:30]([CH2:33]C2C=C(N)C(C(OCC)=O)=CC=2C(F)(F)F)[CH2:29][CH2:28]1)=[O:26])([CH3:23])([CH3:22])[CH3:21], predict the reaction product. The product is: [C:20]([O:24][C:25]([N:27]1[CH2:32][CH2:31][N:30]([CH2:33][C:8]2[C:9]([O:11][C:12]([F:15])([F:14])[F:13])=[CH:10][C:5]([C:4]([O:3][CH2:1][CH3:2])=[O:19])=[C:6]([NH2:18])[C:7]=2[F:17])[CH2:29][CH2:28]1)=[O:26])([CH3:23])([CH3:22])[CH3:21].